Dataset: Forward reaction prediction with 1.9M reactions from USPTO patents (1976-2016). Task: Predict the product of the given reaction. The product is: [CH:1]1([O:7][C:8]2[CH:16]=[CH:15][C:14]([S:17]([CH3:20])(=[O:19])=[O:18])=[CH:13][C:9]=2[C:10]([N:24]2[CH2:25][CH2:26][N:21]([C:27]3[S:28][C:29]([C:32]#[N:33])=[CH:30][N:31]=3)[CH2:22][CH2:23]2)=[O:12])[CH2:2][CH2:3][CH2:4][CH2:5][CH2:6]1. Given the reactants [CH:1]1([O:7][C:8]2[CH:16]=[CH:15][C:14]([S:17]([CH3:20])(=[O:19])=[O:18])=[CH:13][C:9]=2[C:10]([OH:12])=O)[CH2:6][CH2:5][CH2:4][CH2:3][CH2:2]1.[N:21]1([C:27]2[S:28][C:29]([C:32]#[N:33])=[CH:30][N:31]=2)[CH2:26][CH2:25][NH:24][CH2:23][CH2:22]1, predict the reaction product.